From a dataset of Forward reaction prediction with 1.9M reactions from USPTO patents (1976-2016). Predict the product of the given reaction. Given the reactants [NH2:1][C-:2]1[CH:6]=[CH:5][CH:4]=[CH:3]1.[CH-:7]1[CH:11]=[CH:10][CH:9]=[CH:8]1.[Fe+2:12].C=O.[BH3-][C:16]#N.[Na+].[OH-].[Na+], predict the reaction product. The product is: [CH3:16][N:1]([C-:7]1[CH:11]=[CH:10][CH:9]=[CH:8]1)[CH3:2].[CH-:2]1[CH:6]=[CH:5][CH:4]=[CH:3]1.[Fe+2:12].